From a dataset of Catalyst prediction with 721,799 reactions and 888 catalyst types from USPTO. Predict which catalyst facilitates the given reaction. (1) Product: [CH2:1]([N:8]1[CH2:9][CH2:10][N:11]([CH2:14][C:15]2[CH:16]=[CH:17][C:18]([NH2:21])=[CH:19][CH:20]=2)[CH2:12][CH2:13]1)[C:2]1[CH:3]=[CH:4][CH:5]=[CH:6][CH:7]=1. The catalyst class is: 45. Reactant: [CH2:1]([N:8]1[CH2:13][CH2:12][N:11]([CH2:14][C:15]2[CH:20]=[CH:19][C:18]([N+:21]([O-])=O)=[CH:17][CH:16]=2)[CH2:10][CH2:9]1)[C:2]1[CH:7]=[CH:6][CH:5]=[CH:4][CH:3]=1. (2) Reactant: [OH-].[Na+].C([NH:6][C:7]1[CH:15]=[C:14]([Cl:16])[C:13]([CH3:17])=[CH:12][C:8]=1[C:9]([OH:11])=[O:10])(=O)C.Cl. Product: [NH2:6][C:7]1[CH:15]=[C:14]([Cl:16])[C:13]([CH3:17])=[CH:12][C:8]=1[C:9]([OH:11])=[O:10]. The catalyst class is: 6. (3) Reactant: [NH2:1][C:2]1[C:12]([N+:13]([O-])=O)=[CH:11][C:5]([C:6]([O:8][CH2:9][CH3:10])=[O:7])=[CH:4][N:3]=1.[Cl-].[Ca+2].[Cl-]. Product: [NH2:13][C:12]1[C:2]([NH2:1])=[N:3][CH:4]=[C:5]([CH:11]=1)[C:6]([O:8][CH2:9][CH3:10])=[O:7]. The catalyst class is: 490. (4) Reactant: F[C:2]1[CH:9]=[CH:8][C:5]([C:6]#[N:7])=[CH:4][CH:3]=1.[NH2:10][CH2:11][CH2:12][CH2:13][OH:14]. Product: [OH:14][CH2:13][CH2:12][CH2:11][NH:10][C:2]1[CH:9]=[CH:8][C:5]([C:6]#[N:7])=[CH:4][CH:3]=1. The catalyst class is: 6. (5) The catalyst class is: 19. Reactant: [CH2:1]([C:3]1[CH:8]=[C:7]([N+:9]([O-])=O)[CH:6]=[CH:5][C:4]=1[N:12]1[CH2:16][CH2:15][CH2:14][CH2:13]1)[CH3:2]. Product: [CH2:1]([C:3]1[CH:8]=[C:7]([CH:6]=[CH:5][C:4]=1[N:12]1[CH2:16][CH2:15][CH2:14][CH2:13]1)[NH2:9])[CH3:2]. (6) Reactant: [F:1][C:2]1[CH:7]=[CH:6][C:5](B(O)O)=[CH:4][CH:3]=1.[N:11]1[CH:16]=[CH:15][CH:14]=[C:13]([NH:17][C:18]([N:20]2[CH2:23][CH:22]([O:24][C:25]3[CH:30]=[CH:29][C:28](I)=[CH:27][N:26]=3)[CH2:21]2)=[O:19])[N:12]=1.C(=O)([O-])[O-].[K+].[K+]. The catalyst class is: 299. Product: [N:11]1[CH:16]=[CH:15][CH:14]=[C:13]([NH:17][C:18]([N:20]2[CH2:21][CH:22]([O:24][C:25]3[CH:30]=[CH:29][C:28]([C:3]4[CH:4]=[CH:5][CH:6]=[CH:7][C:2]=4[F:1])=[CH:27][N:26]=3)[CH2:23]2)=[O:19])[N:12]=1. (7) Reactant: [CH3:1][C:2]1([CH3:10])[O:6][C@@H:5]([C:7]([O-:9])=[O:8])[CH2:4][O:3]1.[Na+].OP(O)(O)=O.[Na+].[Cl-]. Product: [CH3:1][C:2]1([CH3:10])[O:6][C@@H:5]([C:7]([OH:9])=[O:8])[CH2:4][O:3]1. The catalyst class is: 69.